From a dataset of Merck oncology drug combination screen with 23,052 pairs across 39 cell lines. Regression. Given two drug SMILES strings and cell line genomic features, predict the synergy score measuring deviation from expected non-interaction effect. (1) Drug 1: N#Cc1ccc(Cn2cncc2CN2CCN(c3cccc(Cl)c3)C(=O)C2)cc1. Drug 2: CCN(CC)CCNC(=O)c1c(C)[nH]c(C=C2C(=O)Nc3ccc(F)cc32)c1C. Cell line: SW837. Synergy scores: synergy=3.57. (2) Drug 1: N.N.O=C(O)C1(C(=O)O)CCC1.[Pt]. Drug 2: CS(=O)(=O)CCNCc1ccc(-c2ccc3ncnc(Nc4ccc(OCc5cccc(F)c5)c(Cl)c4)c3c2)o1. Cell line: OCUBM. Synergy scores: synergy=7.24. (3) Drug 1: COc1cc(C2c3cc4c(cc3C(OC3OC5COC(C)OC5C(O)C3O)C3COC(=O)C23)OCO4)cc(OC)c1O. Drug 2: C#Cc1cccc(Nc2ncnc3cc(OCCOC)c(OCCOC)cc23)c1. Cell line: NCIH2122. Synergy scores: synergy=47.5. (4) Drug 1: CC1CC2C3CCC4=CC(=O)C=CC4(C)C3(F)C(O)CC2(C)C1(O)C(=O)CO. Drug 2: O=C(NOCC(O)CO)c1ccc(F)c(F)c1Nc1ccc(I)cc1F. Cell line: RKO. Synergy scores: synergy=1.28. (5) Drug 1: CC1(c2nc3c(C(N)=O)cccc3[nH]2)CCCN1. Drug 2: CNC(=O)c1cc(Oc2ccc(NC(=O)Nc3ccc(Cl)c(C(F)(F)F)c3)cc2)ccn1. Cell line: COLO320DM. Synergy scores: synergy=4.60. (6) Drug 1: N#Cc1ccc(Cn2cncc2CN2CCN(c3cccc(Cl)c3)C(=O)C2)cc1. Drug 2: Cn1c(=O)n(-c2ccc(C(C)(C)C#N)cc2)c2c3cc(-c4cnc5ccccc5c4)ccc3ncc21. Cell line: SKMEL30. Synergy scores: synergy=29.4.